From a dataset of Forward reaction prediction with 1.9M reactions from USPTO patents (1976-2016). Predict the product of the given reaction. Given the reactants [Cl:1][C:2]1[C:3]([CH2:52][C:53]2[CH:58]=[CH:57][C:56]([CH2:59][CH3:60])=[CH:55][CH:54]=2)=[CH:4][C:5]([C@@:9]2([CH2:48][CH2:49][CH2:50][OH:51])[C@H:14]([O:15][CH2:16][C:17]3[CH:22]=[CH:21][CH:20]=[CH:19][CH:18]=3)[C@@H:13]([O:23][CH2:24][C:25]3[CH:30]=[CH:29][CH:28]=[CH:27][CH:26]=3)[C@H:12]([O:31][CH2:32][C:33]3[CH:38]=[CH:37][CH:36]=[CH:35][CH:34]=3)[C@@H:11]([CH2:39][O:40][CH2:41][C:42]3[CH:47]=[CH:46][CH:45]=[CH:44][CH:43]=3)[O:10]2)=[C:6](O)[CH:7]=1.N1C=CC=CC=1.CS(OS(C)(=O)=O)(=O)=O.C(=O)([O-])[O-].[K+].[K+], predict the reaction product. The product is: [CH2:16]([O:15][C@@H:14]1[C@@H:13]([O:23][CH2:24][C:25]2[CH:26]=[CH:27][CH:28]=[CH:29][CH:30]=2)[C@H:12]([O:31][CH2:32][C:33]2[CH:34]=[CH:35][CH:36]=[CH:37][CH:38]=2)[C@@H:11]([CH2:39][O:40][CH2:41][C:42]2[CH:47]=[CH:46][CH:45]=[CH:44][CH:43]=2)[O:10][C@@:9]21[CH2:48][CH2:49][CH2:50][O:51][C:6]1[CH:7]=[C:2]([Cl:1])[C:3]([CH2:52][C:53]3[CH:58]=[CH:57][C:56]([CH2:59][CH3:60])=[CH:55][CH:54]=3)=[CH:4][C:5]2=1)[C:17]1[CH:22]=[CH:21][CH:20]=[CH:19][CH:18]=1.